Dataset: Catalyst prediction with 721,799 reactions and 888 catalyst types from USPTO. Task: Predict which catalyst facilitates the given reaction. (1) Reactant: [NH2:1][C:2]1[C:3]2[N:4]([C:8]([C:25]3[CH:26]=[C:27]([CH:40]=[CH:41][CH:42]=3)[CH2:28][N:29]3C(=O)C4C(=CC=CC=4)C3=O)=[N:9][C:10]=2[C:11]2[CH:16]=[CH:15][CH:14]=[C:13]([O:17][CH2:18][C:19]3[CH:24]=[CH:23][CH:22]=[CH:21][CH:20]=3)[CH:12]=2)[CH:5]=[CH:6][N:7]=1. Product: [NH2:29][CH2:28][C:27]1[CH:26]=[C:25]([C:8]2[N:4]3[CH:5]=[CH:6][N:7]=[C:2]([NH2:1])[C:3]3=[C:10]([C:11]3[CH:16]=[CH:15][CH:14]=[C:13]([O:17][CH2:18][C:19]4[CH:20]=[CH:21][CH:22]=[CH:23][CH:24]=4)[CH:12]=3)[N:9]=2)[CH:42]=[CH:41][CH:40]=1. The catalyst class is: 2. (2) Reactant: [N:1]12[CH2:8][CH2:7][C:4]([C:9]([O:11][CH2:12][C:13]3[CH:18]=[CH:17][CH:16]=[C:15]([F:19])[CH:14]=3)=[O:10])([CH2:5][CH2:6]1)[CH2:3][CH2:2]2.[Cl:20][CH2:21][C:22]([C:24]1[S:25][CH:26]=[CH:27][CH:28]=1)=[O:23]. Product: [Cl-:20].[F:19][C:15]1[CH:14]=[C:13]([CH:18]=[CH:17][CH:16]=1)[CH2:12][O:11][C:9]([C:4]12[CH2:5][CH2:6][N+:1]([CH2:21][C:22](=[O:23])[C:24]3[S:25][CH:26]=[CH:27][CH:28]=3)([CH2:8][CH2:7]1)[CH2:2][CH2:3]2)=[O:10]. The catalyst class is: 25. (3) Reactant: Br[C:2]1[N:7]=[C:6]([NH:8][C:9]2[CH:13]=[C:12]([CH:14]3[CH2:16][CH2:15]3)[NH:11][N:10]=2)[CH:5]=[CH:4][N:3]=1.[C:17]([NH:21][S:22]([C:25]1[S:26][C:27](B2OC(C)(C)C(C)(C)O2)=[CH:28][CH:29]=1)(=[O:24])=[O:23])([CH3:20])([CH3:19])[CH3:18].C([O-])([O-])=O.[Na+].[Na+]. Product: [C:17]([NH:21][S:22]([C:25]1[S:26][C:27]([C:2]2[N:7]=[C:6]([NH:8][C:9]3[CH:13]=[C:12]([CH:14]4[CH2:16][CH2:15]4)[NH:11][N:10]=3)[CH:5]=[CH:4][N:3]=2)=[CH:28][CH:29]=1)(=[O:23])=[O:24])([CH3:20])([CH3:18])[CH3:19]. The catalyst class is: 117.